Dataset: Peptide-MHC class I binding affinity with 185,985 pairs from IEDB/IMGT. Task: Regression. Given a peptide amino acid sequence and an MHC pseudo amino acid sequence, predict their binding affinity value. This is MHC class I binding data. (1) The peptide sequence is LATLKDMWK. The MHC is HLA-B08:02 with pseudo-sequence HLA-B08:02. The binding affinity (normalized) is 0.0847. (2) The peptide sequence is RLRPGGKKK. The MHC is HLA-B27:05 with pseudo-sequence HLA-B27:05. The binding affinity (normalized) is 0.146. (3) The peptide sequence is FALLAGFMAY. The MHC is HLA-B15:01 with pseudo-sequence HLA-B15:01. The binding affinity (normalized) is 0.828. (4) The binding affinity (normalized) is 0.510. The MHC is HLA-B08:01 with pseudo-sequence HLA-B08:01. The peptide sequence is MPIRYQTTA. (5) The peptide sequence is GPQREPWDEW. The MHC is Mamu-B17 with pseudo-sequence Mamu-B17. The binding affinity (normalized) is 0.344.